This data is from Full USPTO retrosynthesis dataset with 1.9M reactions from patents (1976-2016). The task is: Predict the reactants needed to synthesize the given product. (1) Given the product [CH3:1][C:2]1[CH:3]=[CH:4][C:5]([S:8]([O:11][C@H:12]2[C@@:16]3([CH3:17])[O:18][C:41]([CH3:43])([CH3:42])[O:19][CH:15]3[O:14][C@@H:13]2[CH2:20][O:21][Si:22]([C:35]([CH3:38])([CH3:37])[CH3:36])([C:29]2[CH:30]=[CH:31][CH:32]=[CH:33][CH:34]=2)[C:23]2[CH:28]=[CH:27][CH:26]=[CH:25][CH:24]=2)(=[O:10])=[O:9])=[CH:6][CH:7]=1, predict the reactants needed to synthesize it. The reactants are: [CH3:1][C:2]1[CH:7]=[CH:6][C:5]([S:8]([O:11][C@H:12]2[C@:16]([OH:18])([CH3:17])[CH:15]([OH:19])[O:14][C@@H:13]2[CH2:20][O:21][Si:22]([C:35]([CH3:38])([CH3:37])[CH3:36])([C:29]2[CH:34]=[CH:33][CH:32]=[CH:31][CH:30]=2)[C:23]2[CH:28]=[CH:27][CH:26]=[CH:25][CH:24]=2)(=[O:10])=[O:9])=[CH:4][CH:3]=1.CO[C:41](OC)([CH3:43])[CH3:42].CC1C=CC(S(O)(=O)=O)=CC=1.C([O-])(O)=O.[Na+]. (2) Given the product [ClH:20].[NH2:21][C:22]1[N:26]([CH2:27][CH2:28][OH:29])[N:25]=[CH:24][C:23]=1[C:30]([OH:32])=[O:31], predict the reactants needed to synthesize it. The reactants are: OCCNN.C(OC=C(C#N)C(OCC)=O)C.[OH-].[Na+].[ClH:20].[NH2:21][C:22]1[N:26]([CH2:27][CH2:28][OH:29])[N:25]=[CH:24][C:23]=1[C:30]([OH:32])=[O:31]. (3) Given the product [OH:13][CH2:12][CH2:14][NH:15][CH2:6][CH:5]([OH:10])[CH:4]([CH3:3])[CH3:9], predict the reactants needed to synthesize it. The reactants are: O1CC1[CH2:3][C:4]12[O:10][CH:5]1[CH:6]=CC=[CH:9]2.[CH2:12]([CH2:14][NH2:15])[OH:13]. (4) Given the product [O:1]=[C:2]1[CH2:7][O:6][C:5]2[CH:8]=[CH:9][C:10]([CH2:12][C:13]([Cl:19])=[O:15])=[CH:11][C:4]=2[NH:3]1, predict the reactants needed to synthesize it. The reactants are: [O:1]=[C:2]1[CH2:7][O:6][C:5]2[CH:8]=[CH:9][C:10]([CH2:12][C:13]([OH:15])=O)=[CH:11][C:4]=2[NH:3]1.C(Cl)(=O)C([Cl:19])=O. (5) Given the product [F:1][C:2]1[CH:3]=[CH:4][C:5]([CH2:6][N:7]2[CH2:12][CH2:11][N:10]3[C:13]4[C:27]([CH3:28])=[CH:26][N:25]([CH3:29])[C:24](=[O:30])[C:14]=4[C:15]([OH:16])=[C:9]3[C:8]2=[O:31])=[CH:32][CH:33]=1, predict the reactants needed to synthesize it. The reactants are: [F:1][C:2]1[CH:33]=[CH:32][C:5]([CH2:6][N:7]2[CH2:12][CH2:11][N:10]3[C:13]4[C:27]([CH3:28])=[CH:26][N:25]([CH3:29])[C:24](=[O:30])[C:14]=4[C:15]([O:16]CC4C=CC=CC=4)=[C:9]3[C:8]2=[O:31])=[CH:4][CH:3]=1.